From a dataset of Full USPTO retrosynthesis dataset with 1.9M reactions from patents (1976-2016). Predict the reactants needed to synthesize the given product. (1) Given the product [C:12]([C:9]1[CH:10]=[CH:11][N:6]2[N:5]=[CH:4][C:3]([CH:1]=[N:21][N:20]([CH3:19])[S:40]([C:32]3[CH:33]=[C:34]([N+:37]([O-:39])=[O:38])[CH:35]=[CH:36][C:31]=3[F:30])(=[O:42])=[O:41])=[C:7]2[CH:8]=1)#[N:13], predict the reactants needed to synthesize it. The reactants are: [CH:1]([C:3]1[CH:4]=[N:5][N:6]2[CH:11]=[CH:10][C:9]([C:12]#[N:13])=[CH:8][C:7]=12)=O.S(O)(O)(=O)=O.[CH3:19][NH:20][NH2:21].N1C(C)=CC=CC=1C.[F:30][C:31]1[CH:36]=[CH:35][C:34]([N+:37]([O-:39])=[O:38])=[CH:33][C:32]=1[S:40](Cl)(=[O:42])=[O:41]. (2) The reactants are: Cl[C:2]1[C:3]([C:17]#[N:18])=[N:4][CH:5]=[C:6]([C:8]#[C:9][C:10]2[CH:15]=[CH:14][C:13]([CH3:16])=[CH:12][CH:11]=2)[CH:7]=1.[CH3:19][C:20]1[CH:21]=[CH:22][C:23](B2OC(C)(C)C(C)(C)O2)=[C:24]([NH:26]C(=O)OC(C)(C)C)[CH:25]=1.C(=O)([O-])[O-].[Na+].[Na+]. Given the product [CH3:19][C:20]1[CH:21]=[CH:22][C:23]2=[C:2]3[C:3](=[C:17]([NH2:18])[N:26]=[C:24]2[CH:25]=1)[N:4]=[CH:5][C:6]([C:8]#[C:9][C:10]1[CH:15]=[CH:14][C:13]([CH3:16])=[CH:12][CH:11]=1)=[CH:7]3, predict the reactants needed to synthesize it.